This data is from Reaction yield outcomes from USPTO patents with 853,638 reactions. The task is: Predict the reaction yield, written as a fraction of the theoretical maximum amount of product (1.0 means a 100% yield; for example, 0.34 means a 34% yield). (1) The yield is 0.670. The catalyst is C(#N)C.[Cl-].[Na+].O. The product is [CH2:1]([N:8]([CH2:38][C:39]1[CH:40]=[CH:41][CH:42]=[CH:43][CH:44]=1)[C@H:9]1[CH2:10][C@@H:11]([CH3:37])[C@@H:12]([C:14]2[N:18]3[C:19]4[CH:25]=[CH:24][NH:23][C:20]=4[N:21]=[CH:22][C:17]3=[N:16][CH:15]=2)[CH2:13]1)[C:2]1[CH:3]=[CH:4][CH:5]=[CH:6][CH:7]=1. The reactants are [CH2:1]([N:8]([CH2:38][C:39]1[CH:44]=[CH:43][CH:42]=[CH:41][CH:40]=1)[C@@H:9]1[CH2:13][C@H:12]([C:14](=O)[CH2:15][NH:16][C:17]2[N:18]=[C:19]3[CH:25]=[CH:24][N:23](S(C4C=CC(C)=CC=4)(=O)=O)[C:20]3=[N:21][CH:22]=2)[C@H:11]([CH3:37])[CH2:10]1)[C:2]1[CH:7]=[CH:6][CH:5]=[CH:4][CH:3]=1.C(O)(C(F)(F)F)=O.C(OC(C(F)(F)F)=O)(C(F)(F)F)=O.[OH-].[Na+].CC1CCCO1. (2) The product is [CH2:1]([N:8]1[CH2:13][CH2:12][CH:11]([C:14]2[CH:15]=[CH:16][C:17]([F:20])=[CH:18][CH:19]=2)[CH:10]([CH2:21][OH:22])[CH2:9]1)[C:2]1[CH:3]=[CH:4][CH:5]=[CH:6][CH:7]=1. The catalyst is C1(C)C=CC=CC=1. The reactants are [CH2:1]([N:8]1[CH2:13][CH:12]=[C:11]([C:14]2[CH:19]=[CH:18][C:17]([F:20])=[CH:16][CH:15]=2)[CH:10]([CH2:21][OH:22])[CH2:9]1)[C:2]1[CH:7]=[CH:6][CH:5]=[CH:4][CH:3]=1.O. The yield is 0.440. (3) The yield is 0.800. The product is [F:28][C:27]([F:29])([F:30])[C:24]1[CH:25]=[CH:26][C:21]([CH2:20][O:19][N:18]=[C:16]([C:13]2[CH:14]=[CH:15][C:10]([O:9][CH2:8][C:7]([OH:31])=[O:6])=[CH:11][CH:12]=2)[CH3:17])=[CH:22][CH:23]=1. The reactants are O.[OH-].[Li+].C([O:6][C:7](=[O:31])[CH2:8][O:9][C:10]1[CH:15]=[CH:14][C:13]([C:16](=[N:18][O:19][CH2:20][C:21]2[CH:26]=[CH:25][C:24]([C:27]([F:30])([F:29])[F:28])=[CH:23][CH:22]=2)[CH3:17])=[CH:12][CH:11]=1)C. The catalyst is O.C1COCC1.